This data is from NCI-60 drug combinations with 297,098 pairs across 59 cell lines. The task is: Regression. Given two drug SMILES strings and cell line genomic features, predict the synergy score measuring deviation from expected non-interaction effect. Drug 1: C1=NNC2=C1C(=O)NC=N2. Drug 2: COCCOC1=C(C=C2C(=C1)C(=NC=N2)NC3=CC=CC(=C3)C#C)OCCOC.Cl. Cell line: 786-0. Synergy scores: CSS=6.28, Synergy_ZIP=-2.98, Synergy_Bliss=-1.86, Synergy_Loewe=-3.23, Synergy_HSA=-0.809.